Dataset: Catalyst prediction with 721,799 reactions and 888 catalyst types from USPTO. Task: Predict which catalyst facilitates the given reaction. (1) Product: [CH2:20]([O:27][C:28]([N:5]([CH2:4][C:3]([O:2][CH3:1])=[O:14])[C:6]([CH3:12])([CH3:13])[CH2:7][C:8]([O:10][CH3:11])=[O:9])=[O:29])[C:21]1[CH:26]=[CH:25][CH:24]=[CH:23][CH:22]=1. Reactant: [CH3:1][O:2][C:3](=[O:14])[CH2:4][NH:5][C:6]([CH3:13])([CH3:12])[CH2:7][C:8]([O:10][CH3:11])=[O:9].C([O-])(O)=O.[Na+].[CH2:20]([O:27][C:28](Cl)=[O:29])[C:21]1[CH:26]=[CH:25][CH:24]=[CH:23][CH:22]=1. The catalyst class is: 1. (2) Reactant: [CH:1]1([C:4]2[N:5]=[C:6]3[C:12]([C:13](O)=[O:14])=[CH:11][N:10]([CH2:16][O:17][CH2:18][CH2:19][Si:20]([CH3:23])([CH3:22])[CH3:21])[C:7]3=[N:8][CH:9]=2)[CH2:3][CH2:2]1.[NH2:24][C@H:25]([C:41]([CH3:44])([CH3:43])[CH3:42])[C:26]([N:28]1[CH2:33][CH2:32][C:31]([OH:40])([C:34]2[CH:39]=[CH:38][CH:37]=[CH:36][CH:35]=2)[CH2:30][CH2:29]1)=[O:27].C1C=CC2N(O)N=NC=2C=1.C(Cl)CCl.C(N(CC)C(C)C)(C)C. Product: [OH:40][C:31]1([C:34]2[CH:35]=[CH:36][CH:37]=[CH:38][CH:39]=2)[CH2:30][CH2:29][N:28]([C:26]([C@H:25]([NH:24][C:13]([C:12]2[C:6]3[C:7](=[N:8][CH:9]=[C:4]([CH:1]4[CH2:3][CH2:2]4)[N:5]=3)[N:10]([CH2:16][O:17][CH2:18][CH2:19][Si:20]([CH3:23])([CH3:22])[CH3:21])[CH:11]=2)=[O:14])[C:41]([CH3:44])([CH3:43])[CH3:42])=[O:27])[CH2:33][CH2:32]1. The catalyst class is: 3. (3) Reactant: Cl[C:2]1[CH:3]=[C:4]([CH:11]=[CH:12][N:13]=1)[C:5]([NH:7][CH:8]([CH3:10])[CH3:9])=[O:6].[CH3:14][O-:15].[Na+]. Product: [CH:8]([NH:7][C:5](=[O:6])[C:4]1[CH:11]=[CH:12][N:13]=[C:2]([O:15][CH3:14])[CH:3]=1)([CH3:10])[CH3:9]. The catalyst class is: 5. (4) Reactant: [CH3:1][S:2]([CH3:5])(=[O:4])=[O:3].C([Li])CCC.[Cl:11][C:12]1[CH:17]=[CH:16][CH:15]=[CH:14][C:13]=1/[CH:18]=[N:19]/[C:20](=[O:26])[O:21][C:22]([CH3:25])([CH3:24])[CH3:23].[Cl-].[NH4+]. Product: [Cl:11][C:12]1[CH:17]=[CH:16][CH:15]=[CH:14][C:13]=1[CH:18]([NH:19][C:20](=[O:26])[O:21][C:22]([CH3:24])([CH3:23])[CH3:25])[CH2:1][S:2]([CH3:5])(=[O:4])=[O:3]. The catalyst class is: 56. (5) Reactant: [Cl:1][C:2]1[CH:3]=[C:4]([CH:7]=[CH:8][C:9]=1F)[C:5]#[N:6].[F:11][C:12]([F:17])([F:16])[CH:13]([OH:15])[CH3:14].[H-].[Na+].[NH4+].[Cl-]. The catalyst class is: 49. Product: [Cl:1][C:2]1[CH:3]=[C:4]([CH:7]=[CH:8][C:9]=1[O:15][CH:13]([CH3:14])[C:12]([F:17])([F:16])[F:11])[C:5]#[N:6]. (6) Reactant: [NH2:1][CH2:2][C:3]1[CH:8]=[CH:7][C:6]([CH:9]2[N:12]([C:13]3[CH:18]=[CH:17][C:16]([F:19])=[CH:15][CH:14]=3)[C:11](=[O:20])[CH:10]2[CH2:21][CH2:22][CH:23]([OH:30])[C:24]2[CH:29]=[CH:28][CH:27]=[CH:26][CH:25]=2)=[CH:5][CH:4]=1.[CH2:31]([C:35]1([CH2:73][CH3:74])[CH2:41][S:40](=[O:43])(=[O:42])[C:39]2[CH:44]=[CH:45][C:46]([N:48]([CH3:50])[CH3:49])=[CH:47][C:38]=2[CH:37]([C:51]2[CH:52]=[C:53]([NH:57][C:58]([CH2:60][O:61][CH2:62][CH2:63][O:64][CH2:65][CH2:66][O:67][CH2:68][C:69](O)=[O:70])=[O:59])[CH:54]=[CH:55][CH:56]=2)[CH:36]1[OH:72])[CH2:32][CH2:33][CH3:34]. Product: [CH2:31]([C:35]1([CH2:73][CH3:74])[CH2:41][S:40](=[O:43])(=[O:42])[C:39]2[CH:44]=[CH:45][C:46]([N:48]([CH3:50])[CH3:49])=[CH:47][C:38]=2[CH:37]([C:51]2[CH:52]=[C:53]([NH:57][C:58]([CH2:60][O:61][CH2:62][CH2:63][O:64][CH2:65][CH2:66][O:67][CH2:68][C:69]([NH:1][CH2:2][C:3]3[CH:8]=[CH:7][C:6]([CH:9]4[CH:10]([CH2:21][CH2:22][CH:23]([OH:30])[C:24]5[CH:25]=[CH:26][CH:27]=[CH:28][CH:29]=5)[C:11](=[O:20])[N:12]4[C:13]4[CH:18]=[CH:17][C:16]([F:19])=[CH:15][CH:14]=4)=[CH:5][CH:4]=3)=[O:70])=[O:59])[CH:54]=[CH:55][CH:56]=2)[CH:36]1[OH:72])[CH2:32][CH2:33][CH3:34]. The catalyst class is: 98. (7) Reactant: [Cl:1][C:2]1[CH:3]=[C:4]([C@@H:12]([CH2:25][CH:26]2[CH2:30][CH2:29][CH2:28][CH2:27]2)[C:13]([NH:15][C:16]2[CH:20]=[CH:19][N:18]([CH2:21][C:22]([OH:24])=O)[N:17]=2)=[O:14])[CH:5]=[CH:6][C:7]=1[S:8]([CH3:11])(=[O:10])=[O:9].[C:31](Cl)(=O)C(Cl)=O.N1C(C)=CC=CC=1C.COCCN1C=CC(N)=N1. Product: [Cl:1][C:2]1[CH:3]=[C:4]([C@@H:12]([CH2:25][CH:26]2[CH2:30][CH2:29][CH2:28][CH2:27]2)[C:13]([NH:15][C:16]2[CH:20]=[CH:19][N:18]([CH2:21][CH2:22][O:24][CH3:31])[N:17]=2)=[O:14])[CH:5]=[CH:6][C:7]=1[S:8]([CH3:11])(=[O:9])=[O:10]. The catalyst class is: 2.